From a dataset of Catalyst prediction with 721,799 reactions and 888 catalyst types from USPTO. Predict which catalyst facilitates the given reaction. (1) Reactant: [C:1]([O:5][CH2:6][CH2:7][CH2:8][SiH2:9][O:10][Si:11]([CH3:14])([CH3:13])[CH3:12])(=[O:4])[CH:2]=[CH2:3].[OH:15][CH:16]=[CH:17][C:18]1[CH:23]=[CH:22][CH:21]=[CH:20][CH:19]=1.CC(N=NC(C#N)(C)C)(C#N)C. Product: [OH:15][CH:16]=[CH:17][C:18]1[CH:23]=[CH:22][CH:21]=[CH:20][CH:19]=1.[C:1]([O:5][CH2:6][CH2:7][CH2:8][SiH2:9][O:10][Si:11]([CH3:14])([CH3:12])[CH3:13])(=[O:4])[CH:2]=[CH2:3]. The catalyst class is: 1. (2) Reactant: [F:1][C:2]1[C:3](=[O:23])[N:4]2[C:8](=[C:9]([C:20]([OH:22])=O)[C:10]=1[NH:11][C:12]1[CH:17]=[CH:16][C:15]([I:18])=[CH:14][C:13]=1[F:19])[CH2:7][CH2:6][CH2:5]2.CN(C(ON1N=NC2C=CC=NC1=2)=[N+](C)C)C.F[P-](F)(F)(F)(F)F.CN1CCOCC1.[C:55]([O:59][CH2:60][CH2:61][O:62][NH2:63])([CH3:58])([CH3:57])[CH3:56]. Product: [C:55]([O:59][CH2:60][CH2:61][O:62][NH:63][C:20]([C:9]1[C:10]([NH:11][C:12]2[CH:17]=[CH:16][C:15]([I:18])=[CH:14][C:13]=2[F:19])=[C:2]([F:1])[C:3](=[O:23])[N:4]2[C:8]=1[CH2:7][CH2:6][CH2:5]2)=[O:22])([CH3:58])([CH3:57])[CH3:56]. The catalyst class is: 3. (3) Reactant: [CH3:1][Li].[F:3][C:4]1[CH:5]=[C:6]([CH:11]([CH:16]2[CH2:19][N:18]([CH:20]([C:27]3[CH:32]=[CH:31][CH:30]=[CH:29][CH:28]=3)[C:21]3[CH:26]=[CH:25][CH:24]=[CH:23][CH:22]=3)[CH2:17]2)C(OC)=O)[CH:7]=[C:8]([F:10])[CH:9]=1.CO.CC[O:37][CH2:38][CH3:39]. Product: [F:10][C:8]1[CH:7]=[C:6]([C@H:11]([CH:16]2[CH2:19][N:18]([CH:20]([C:27]3[CH:32]=[CH:31][CH:30]=[CH:29][CH:28]=3)[C:21]3[CH:22]=[CH:23][CH:24]=[CH:25][CH:26]=3)[CH2:17]2)[C:38]([CH3:39])([OH:37])[CH3:1])[CH:5]=[C:4]([F:3])[CH:9]=1. The catalyst class is: 1. (4) Reactant: [OH:1][C:2]1[CH:10]=[CH:9][C:8]([OH:11])=[CH:7][C:3]=1[C:4]([OH:6])=[O:5].[CH2:12]([N:18]1[CH:22]=[CH:21][N:20]([CH3:23])[CH2:19]1)[CH2:13][CH2:14][CH2:15][CH2:16][CH3:17]. Product: [OH:1][C:2]1[CH:10]=[CH:9][C:8]([OH:11])=[CH:7][C:3]=1[C:4]([OH:6])=[O:5].[CH2:12]([N:18]1[CH:22]=[CH:21][N:20]([CH3:23])[CH2:19]1)[CH2:13][CH2:14][CH2:15][CH2:16][CH3:17]. The catalyst class is: 8.